Dataset: Full USPTO retrosynthesis dataset with 1.9M reactions from patents (1976-2016). Task: Predict the reactants needed to synthesize the given product. (1) Given the product [CH3:14][S:13][C:9]1[N:8]=[C:7]([C:3](=[O:2])[CH3:4])[CH:12]=[CH:11][N:10]=1, predict the reactants needed to synthesize it. The reactants are: C[O:2][C:3]([C:7]1[CH:12]=[CH:11][N:10]=[C:9]([S:13][CH3:14])[N:8]=1)(OC)[CH3:4].Cl. (2) Given the product [C:20]1([O:23][C:24]([N:10]2[CH2:9][CH2:8][CH:7]([N:6]3[C:5]4[CH:13]=[CH:14][CH:15]=[CH:16][C:4]=4[NH:3][C:2]3=[O:1])[CH2:12][CH2:11]2)=[N:25][C:26]#[N:27])[CH:21]=[CH:22][CH:17]=[CH:18][CH:19]=1, predict the reactants needed to synthesize it. The reactants are: [O:1]=[C:2]1[N:6]([CH:7]2[CH2:12][CH2:11][NH:10][CH2:9][CH2:8]2)[C:5]2[CH:13]=[CH:14][CH:15]=[CH:16][C:4]=2[NH:3]1.[CH:17]1[CH:22]=[CH:21][C:20]([O:23][C:24](OC2C=CC=CC=2)=[N:25][C:26]#[N:27])=[CH:19][CH:18]=1. (3) Given the product [NH:8]1[CH2:12][CH2:11][C@H:10]([O:13][C:21]2[CH:20]=[C:19]3[C:24](=[CH:23][CH:22]=2)[C:15]([NH2:14])=[N:16][CH:17]=[CH:18]3)[CH2:9]1, predict the reactants needed to synthesize it. The reactants are: C(OC([N:8]1[CH2:12][CH2:11][C@H:10]([OH:13])[CH2:9]1)=O)(C)(C)C.[NH2:14][C:15]1[C:24]2[C:19](=[CH:20][C:21](O)=[CH:22][CH:23]=2)[CH:18]=[CH:17][N:16]=1. (4) Given the product [C:2]([C:10]1[CH:9]=[CH:8][CH:7]=[CH:6][C:5]=1[C:4]([NH:3][CH2:12][CH2:13][CH2:14][CH2:15]/[CH:16]=[CH:17]/[C:18]1[C:26]2[C:21](=[CH:22][CH:23]=[C:24]([F:27])[CH:25]=2)[N:20]([CH2:28][CH2:29][CH2:30][O:31][C:32]2[C:41]3[C:36](=[CH:37][CH:38]=[CH:39][CH:40]=3)[CH:35]=[CH:34][CH:33]=2)[C:19]=1[C:42]([OH:44])=[O:43])=[O:11])([OH:47])=[O:1], predict the reactants needed to synthesize it. The reactants are: [O:1]=[C:2]1[C:10]2[C:5](=[CH:6][CH:7]=[CH:8][CH:9]=2)[C:4](=[O:11])[N:3]1[CH2:12][CH2:13][CH2:14][CH2:15]/[CH:16]=[CH:17]/[C:18]1[C:26]2[C:21](=[CH:22][CH:23]=[C:24]([F:27])[CH:25]=2)[N:20]([CH2:28][CH2:29][CH2:30][O:31][C:32]2[C:41]3[C:36](=[CH:37][CH:38]=[CH:39][CH:40]=3)[CH:35]=[CH:34][CH:33]=2)[C:19]=1[C:42]([O:44]CC)=[O:43].[OH-:47].[Na+]. (5) Given the product [Cl:24][CH2:23][CH2:22][CH2:21][CH:9]([C:4]1[CH:3]=[CH:8][CH:7]=[CH:6][CH:5]=1)[C:10]#[N:11], predict the reactants needed to synthesize it. The reactants are: FC(F)(F)[C:3]1[CH:8]=[CH:7][CH:6]=[CH:5][C:4]=1[CH2:9][C:10]#[N:11].CC(C)([O-])C.[K+].Br[CH2:21][CH2:22][CH2:23][Cl:24]. (6) The reactants are: C([O-])([O-])=O.[K+].[K+].[F:7][C:8]1[C:21]2[C:20](=[O:22])[C:19]3[C:14](=[CH:15][CH:16]=[CH:17][CH:18]=3)[S:13][C:12]=2[C:11]([OH:23])=[CH:10][CH:9]=1.[CH2:24](Br)[C:25]1[CH:30]=[CH:29][CH:28]=[CH:27][CH:26]=1. Given the product [CH2:24]([O:23][C:11]1[C:12]2[S:13][C:14]3[C:19](=[CH:18][CH:17]=[CH:16][CH:15]=3)[C:20](=[O:22])[C:21]=2[C:8]([F:7])=[CH:9][CH:10]=1)[C:25]1[CH:30]=[CH:29][CH:28]=[CH:27][CH:26]=1, predict the reactants needed to synthesize it. (7) Given the product [ClH:44].[ClH:44].[OH:5][C@@H:4]([C:6]1[CH:11]=[CH:10][CH:9]=[CH:8][CH:7]=1)[CH2:3][CH2:2][NH:12][CH2:13][CH2:14][NH:15][S:16]([C:19]1[C:20]2[CH:21]=[CH:22][N:23]=[CH:24][C:25]=2[CH:26]=[C:27]([C:29]2[CH:34]=[CH:33][CH:32]=[CH:31][CH:30]=2)[CH:28]=1)(=[O:18])=[O:17], predict the reactants needed to synthesize it. The reactants are: I[CH2:2][CH2:3][C@H:4]([C:6]1[CH:11]=[CH:10][CH:9]=[CH:8][CH:7]=1)[OH:5].[NH2:12][CH2:13][CH2:14][NH:15][S:16]([C:19]1[C:20]2[CH:21]=[CH:22][N:23]=[CH:24][C:25]=2[CH:26]=[C:27]([C:29]2[CH:34]=[CH:33][CH:32]=[CH:31][CH:30]=2)[CH:28]=1)(=[O:18])=[O:17].C(N(C(C)C)CC)(C)C.[Cl:44]CCCl.